Dataset: Blood-brain barrier permeability classification from the B3DB database. Task: Regression/Classification. Given a drug SMILES string, predict its absorption, distribution, metabolism, or excretion properties. Task type varies by dataset: regression for continuous measurements (e.g., permeability, clearance, half-life) or binary classification for categorical outcomes (e.g., BBB penetration, CYP inhibition). Dataset: b3db_classification. (1) The drug is CC[C@@]1(c2ccccc2)C(=O)NC(=O)N(C)C1=O. The result is 1 (penetrates BBB). (2) The compound is CCC(Oc1ccccc1)C(=O)N[C@@H]1C(=O)N2[C@@H](C(=O)O)C(C)(C)S[C@H]12. The result is 0 (does not penetrate BBB). (3) The molecule is Cn1c(=O)[nH]c2ncn(C)c2c1=O. The result is 1 (penetrates BBB). (4) The compound is CO[C@H]1C(=O)N(c2cccc(F)c2)[C@@H]1C(=O)O. The result is 0 (does not penetrate BBB). (5) The drug is CN1C(=O)CN=C(C2=CCCCC2)c2cc([N+](=O)[O-])ccc21. The result is 1 (penetrates BBB). (6) The compound is CN1CC[C@]23c4c5ccc(O)c4O[C@H]2[C@@H](OC2O[C@H](C(=O)O)[C@@H](O)[C@H](O)[C@H]2O)C=C[C@H]3[C@H]1C5. The result is 0 (does not penetrate BBB). (7) The drug is CCOC(=O)[C@@]1(C#N)[C@H](c2ccc(OC)cc2)[C@@H]1S(=O)(=O)c1ccc(Cl)cc1. The result is 1 (penetrates BBB).